This data is from Full USPTO retrosynthesis dataset with 1.9M reactions from patents (1976-2016). The task is: Predict the reactants needed to synthesize the given product. (1) The reactants are: [NH:1]1[C:9]2[CH:8]=[CH:7][CH:6]=[C:5]([NH2:10])[C:4]=2[CH:3]=[N:2]1.P([O-])([O-])([O-])=O.[K+].[K+].[K+].CN[C@@H]1CCCC[C@H]1NC.[F:29][C:30]1[CH:35]=[CH:34][CH:33]=[CH:32][C:31]=1I. Given the product [F:29][C:30]1[CH:35]=[CH:34][CH:33]=[CH:32][C:31]=1[N:1]1[C:9]2[CH:8]=[CH:7][CH:6]=[C:5]([NH2:10])[C:4]=2[CH:3]=[N:2]1, predict the reactants needed to synthesize it. (2) The reactants are: [Cl:1][C:2]1[CH:3]=[C:4]([NH:8][C:9]([N:11]2[CH2:16][CH2:15][C:14]3[NH:17][N:18]=[C:19]([C:20]([N:22]4[CH2:26][CH:25](O)[CH2:24][O:23]4)=[O:21])[C:13]=3[CH2:12]2)=[O:10])[CH:5]=[CH:6][CH:7]=1.CCN(S(F)(F)[F:34])CC.O. Given the product [Cl:1][C:2]1[CH:3]=[C:4]([NH:8][C:9]([N:11]2[CH2:16][CH2:15][C:14]3[NH:17][N:18]=[C:19]([C:20]([N:22]4[CH2:26][CH:25]([F:34])[CH2:24][O:23]4)=[O:21])[C:13]=3[CH2:12]2)=[O:10])[CH:5]=[CH:6][CH:7]=1, predict the reactants needed to synthesize it. (3) Given the product [CH3:1][O:2][C:3]1[CH:4]=[CH:5][C:6]([C:9]2[C:18]([C:19]3[CH:24]=[CH:23][C:22]([O:25][CH3:26])=[CH:21][CH:20]=3)=[N:17][C:16]3[C:11](=[CH:12][CH:13]=[C:14]([NH:27][S:28]([CH3:31])(=[O:30])=[O:29])[CH:15]=3)[N:10]=2)=[CH:7][CH:8]=1, predict the reactants needed to synthesize it. The reactants are: [CH3:1][O:2][C:3]1[CH:8]=[CH:7][C:6]([C:9]2[C:18]([C:19]3[CH:24]=[CH:23][C:22]([O:25][CH3:26])=[CH:21][CH:20]=3)=[N:17][C:16]3[C:11](=[CH:12][CH:13]=[C:14]([N:27](S(C)(=O)=O)[S:28]([CH3:31])(=[O:30])=[O:29])[CH:15]=3)[N:10]=2)=[CH:5][CH:4]=1.O[Li].O.[OH-].[Na+].Cl. (4) Given the product [Cl:8][C:4]1[CH:5]=[CH:6][CH:7]=[C:2]([Cl:1])[C:3]=1[C:9](=[O:13])[C:10]([NH:27][CH2:26][C:21]1[CH:22]=[CH:23][CH:24]=[CH:25][N:20]=1)=[O:12], predict the reactants needed to synthesize it. The reactants are: [Cl:1][C:2]1[CH:7]=[CH:6][CH:5]=[C:4]([Cl:8])[C:3]=1[C:9](=[O:13])[C:10]([OH:12])=O.C(Cl)(=O)C(Cl)=O.[N:20]1[CH:25]=[CH:24][CH:23]=[CH:22][C:21]=1[CH2:26][NH2:27]. (5) Given the product [C:1]([Si:5]([C:24]1[CH:29]=[CH:28][CH:27]=[CH:26][CH:25]=1)([C:18]1[CH:23]=[CH:22][CH:21]=[CH:20][CH:19]=1)[O:6][CH2:7][CH2:8][C@@H:9]1[O:13][C:12]([CH3:15])([CH3:14])[O:11][C@@H:10]1[CH2:16][O:17][S:40]([C:43]([F:46])([F:45])[F:44])(=[O:41])=[O:39])([CH3:2])([CH3:3])[CH3:4], predict the reactants needed to synthesize it. The reactants are: [C:1]([Si:5]([C:24]1[CH:29]=[CH:28][CH:27]=[CH:26][CH:25]=1)([C:18]1[CH:23]=[CH:22][CH:21]=[CH:20][CH:19]=1)[O:6][CH2:7][CH2:8][C@@H:9]1[O:13][C:12]([CH3:15])([CH3:14])[O:11][C@@H:10]1[CH2:16][OH:17])([CH3:4])([CH3:3])[CH3:2].C(N(C(C)C)CC)(C)C.[O:39](S(C(F)(F)F)(=O)=O)[S:40]([C:43]([F:46])([F:45])[F:44])(=O)=[O:41].[Cl-].[NH4+]. (6) The reactants are: Cl[C:2]1[N:3]=[C:4]([N:27]2[CH2:32][CH2:31][O:30][CH2:29][CH2:28]2)[C:5]2[S:10][C:9]([C:11]3[CH:12]=[C:13]([C:17]([N:19]4[CH2:24][CH2:23][N:22]([CH3:25])[CH2:21][CH2:20]4)=[O:18])[CH:14]=[CH:15][CH:16]=3)=[C:8]([CH3:26])[C:6]=2[N:7]=1.[NH:33]1[C:41]2[C:36](=[CH:37][C:38](B3OC(C)(C)C(C)(C)O3)=[CH:39][N:40]=2)[CH:35]=[CH:34]1. Given the product [CH3:26][C:8]1[C:6]2[N:7]=[C:2]([C:38]3[CH:37]=[C:36]4[CH:35]=[CH:34][NH:33][C:41]4=[N:40][CH:39]=3)[N:3]=[C:4]([N:27]3[CH2:32][CH2:31][O:30][CH2:29][CH2:28]3)[C:5]=2[S:10][C:9]=1[C:11]1[CH:12]=[C:13]([C:17]([N:19]2[CH2:24][CH2:23][N:22]([CH3:25])[CH2:21][CH2:20]2)=[O:18])[CH:14]=[CH:15][CH:16]=1, predict the reactants needed to synthesize it. (7) Given the product [F:58][C:52]1[CH:53]=[CH:54][CH:55]=[C:56]([F:57])[C:51]=1[CH2:50][O:49][C:48]1[C:43]2[N:44]([C:40]([C:38]3[CH:37]=[N:36][N:35]([CH2:34][CH2:33][N:24]4[CH2:25][CH2:26][C:21]([F:27])([F:20])[CH2:22][CH2:23]4)[CH:39]=3)=[C:41]([CH3:60])[N:42]=2)[CH:45]=[C:46]([CH3:59])[CH:47]=1, predict the reactants needed to synthesize it. The reactants are: C(N(CC)C(C)C)(C)C.C(N(CC)CC)C.[I-].[Na+].Cl.[F:20][C:21]1([F:27])[CH2:26][CH2:25][NH:24][CH2:23][CH2:22]1.CS(O[CH2:33][CH2:34][N:35]1[CH:39]=[C:38]([C:40]2[N:44]3[CH:45]=[C:46]([CH3:59])[CH:47]=[C:48]([O:49][CH2:50][C:51]4[C:56]([F:57])=[CH:55][CH:54]=[CH:53][C:52]=4[F:58])[C:43]3=[N:42][C:41]=2[CH3:60])[CH:37]=[N:36]1)(=O)=O. (8) The reactants are: [CH3:1][C:2]([C:4]1[CH:9]=[C:8]([F:10])[CH:7]=[CH:6][C:5]=1Br)=[O:3].[F:12][C:13]1[CH:18]=[CH:17][CH:16]=[CH:15][C:14]=1B(O)O.ClCCl.[OH-].[Na+]. Given the product [F:12][C:13]1[CH:18]=[CH:17][CH:16]=[CH:15][C:14]=1[C:5]1[CH:6]=[CH:7][C:8]([F:10])=[CH:9][C:4]=1[C:2](=[O:3])[CH3:1], predict the reactants needed to synthesize it.